From a dataset of Reaction yield outcomes from USPTO patents with 853,638 reactions. Predict the reaction yield, written as a fraction of the theoretical maximum amount of product (1.0 means a 100% yield; for example, 0.34 means a 34% yield). (1) The reactants are [Br:1][C:2]1[CH:3]=[C:4]([CH:8]=[C:9]2[CH2:14][CH2:13][N:12]([C:15]([O:17][C:18]([CH3:21])([CH3:20])[CH3:19])=[O:16])[CH2:11][CH2:10]2)[CH:5]=[CH:6][CH:7]=1. The catalyst is C1COCC1. The product is [Br:1][C:2]1[CH:3]=[C:4]([CH2:8][CH:9]2[CH2:14][CH2:13][N:12]([C:15]([O:17][C:18]([CH3:21])([CH3:20])[CH3:19])=[O:16])[CH2:11][CH2:10]2)[CH:5]=[CH:6][CH:7]=1. The yield is 0.940. (2) The reactants are [F:1][C:2]1[CH:7]=[CH:6][C:5](B(O)O)=[CH:4][CH:3]=1.Br[C:12]1[CH:17]=[CH:16][C:15]([OH:18])=[CH:14][C:13]=1[Cl:19].O.C(=O)([O-])[O-].[Cs+].[Cs+]. The catalyst is O1CCOCC1.[Pd].C1(P(C2C=CC=CC=2)C2C=CC=CC=2)C=CC=CC=1.C1(P(C2C=CC=CC=2)C2C=CC=CC=2)C=CC=CC=1.C1(P(C2C=CC=CC=2)C2C=CC=CC=2)C=CC=CC=1.C1(P(C2C=CC=CC=2)C2C=CC=CC=2)C=CC=CC=1. The product is [Cl:19][C:13]1[CH:14]=[C:15]([OH:18])[CH:16]=[CH:17][C:12]=1[C:5]1[CH:6]=[CH:7][C:2]([F:1])=[CH:3][CH:4]=1. The yield is 0.940. (3) The reactants are [CH2:1]([N:8]1[C:12](=O)[CH2:11][CH:10]([C:14]2[CH:15]=[C:16]3[C:20](=[CH:21][CH:22]=2)[NH:19][CH:18]=[CH:17]3)[C:9]1=O)[C:2]1[CH:7]=[CH:6][CH:5]=[CH:4][CH:3]=1.[H-].[Al+3].[Li+].[H-].[H-].[H-]. The catalyst is O1CCCC1. The product is [CH2:1]([N:8]1[CH2:12][CH2:11][CH:10]([C:14]2[CH:15]=[C:16]3[C:20](=[CH:21][CH:22]=2)[NH:19][CH:18]=[CH:17]3)[CH2:9]1)[C:2]1[CH:7]=[CH:6][CH:5]=[CH:4][CH:3]=1. The yield is 0.980. (4) The reactants are Br[C:2]1[C:3]([C:32]([F:35])([F:34])[F:33])=[N:4][C:5]([N:8]2[CH2:13][CH2:12][N:11]3[C:14]4[CH:20]=[C:19]([S:21]([CH3:24])(=[O:23])=[O:22])[C:18]([C:25]([O:27][CH3:28])=[O:26])=[CH:17][C:15]=4[N:16]=[C:10]3[C@H:9]2[CH:29]([CH3:31])[CH3:30])=[N:6][CH:7]=1.[C:36]([O-])([O-])=O.[K+].[K+]. The catalyst is C1C=CC([P]([Pd]([P](C2C=CC=CC=2)(C2C=CC=CC=2)C2C=CC=CC=2)([P](C2C=CC=CC=2)(C2C=CC=CC=2)C2C=CC=CC=2)[P](C2C=CC=CC=2)(C2C=CC=CC=2)C2C=CC=CC=2)(C2C=CC=CC=2)C2C=CC=CC=2)=CC=1.O1CCOCC1. The product is [CH:29]([C@H:9]1[N:8]([C:5]2[N:4]=[C:3]([C:32]([F:35])([F:33])[F:34])[C:2]([CH3:36])=[CH:7][N:6]=2)[CH2:13][CH2:12][N:11]2[C:14]3[CH:20]=[C:19]([S:21]([CH3:24])(=[O:23])=[O:22])[C:18]([C:25]([O:27][CH3:28])=[O:26])=[CH:17][C:15]=3[N:16]=[C:10]12)([CH3:31])[CH3:30]. The yield is 0.560. (5) The reactants are Br[C:2]1[C:3](C#N)=[N:4][CH:5]=[C:6]([Cl:8])[CH:7]=1.[C:11](=[O:14])([O-])[O-:12].[Na+].[Na+].[C:17](B1OC(C)(C)C(C)(C)O1)([CH3:19])=[CH2:18]. The catalyst is C1C=CC([P]([Pd]([P](C2C=CC=CC=2)(C2C=CC=CC=2)C2C=CC=CC=2)([P](C2C=CC=CC=2)(C2C=CC=CC=2)C2C=CC=CC=2)[P](C2C=CC=CC=2)(C2C=CC=CC=2)C2C=CC=CC=2)(C2C=CC=CC=2)C2C=CC=CC=2)=CC=1. The product is [Cl:8][C:6]1[CH:7]=[C:2]([C:17]([CH3:19])=[CH2:18])[C:3]([C:11]([OH:12])=[O:14])=[N:4][CH:5]=1. The yield is 0.820. (6) The reactants are [O:1]=[C:2](N1[C@H](C2C=CC=CC=2)COC1=O)[C@@H:3]([NH:16][C:17](=[O:23])[O:18][C:19]([CH3:22])([CH3:21])[CH3:20])[C@H:4]([C:6]1[CH:11]=[CH:10][C:9]([C:12]([F:15])([F:14])[F:13])=[CH:8][CH:7]=1)[CH3:5].C(OCC)C.O.[BH4-].[Li+]. No catalyst specified. The product is [OH:1][CH2:2][C@@H:3]([NH:16][C:17](=[O:23])[O:18][C:19]([CH3:22])([CH3:21])[CH3:20])[C@H:4]([C:6]1[CH:7]=[CH:8][C:9]([C:12]([F:15])([F:14])[F:13])=[CH:10][CH:11]=1)[CH3:5]. The yield is 0.660. (7) The reactants are C(OC([N:8]1[CH2:17][C:16]2[NH:15][C:14](=[O:18])[C:13]3[CH:19]=[CH:20][CH:21]=[CH:22][C:12]=3[C:11]=2[CH2:10][CH2:9]1)=O)(C)(C)C.Cl.C(OCC)(=O)C. The catalyst is O1CCCC1. The product is [CH2:10]1[CH2:9][NH:8][CH2:17][C:16]2[NH:15][C:14](=[O:18])[C:13]3[CH:19]=[CH:20][CH:21]=[CH:22][C:12]=3[C:11]1=2. The yield is 0.900. (8) The reactants are CS(O[CH2:6][CH2:7][N:8]1[CH:12]=[C:11]([C:13]2[CH:18]=[C:17]([C:19]([O:21]C)=[O:20])[CH:16]=[CH:15][N:14]=2)[N:10]=[CH:9]1)(=O)=O.[Cl:23][C:24]1[CH:34]=[CH:33][C:27]([CH2:28][NH:29][CH:30]2[CH2:32][CH2:31]2)=[CH:26][CH:25]=1. No catalyst specified. The product is [Cl:23][C:24]1[CH:25]=[CH:26][C:27]([CH2:28][N:29]([CH:30]2[CH2:31][CH2:32]2)[CH2:6][CH2:7][N:8]2[CH:12]=[C:11]([C:13]3[CH:18]=[C:17]([C:19]([OH:21])=[O:20])[CH:16]=[CH:15][N:14]=3)[N:10]=[CH:9]2)=[CH:33][CH:34]=1. The yield is 0.0800. (9) The product is [Br:13][C:11]1[C:6]2[N:7]=[C:8]([NH2:10])[S:9][C:5]=2[CH:4]=[C:3]([CH3:12])[C:2]=1[F:1]. The reactants are [F:1][C:2]1[C:3]([CH3:12])=[CH:4][C:5]2[S:9][C:8]([NH2:10])=[N:7][C:6]=2[CH:11]=1.[Br:13]Br.[OH-].[NH4+]. The yield is 0.840. The catalyst is C(O)(=O)C.